From a dataset of Full USPTO retrosynthesis dataset with 1.9M reactions from patents (1976-2016). Predict the reactants needed to synthesize the given product. Given the product [ClH:22].[CH3:1][C:2]1[CH:7]=[C:6]([CH3:8])[CH:5]=[CH:4][C:3]=1[S:9][C:10]1[CH:15]=[CH:14][CH:13]=[CH:12][C:11]=1[N:16]1[CH2:17][CH2:18][NH:19][CH2:20][CH2:21]1, predict the reactants needed to synthesize it. The reactants are: [CH3:1][C:2]1[CH:7]=[C:6]([CH3:8])[CH:5]=[CH:4][C:3]=1[S:9][C:10]1[CH:15]=[CH:14][CH:13]=[CH:12][C:11]=1[N:16]1[CH2:21][CH2:20][NH:19][CH2:18][CH2:17]1.[ClH:22].